From a dataset of Forward reaction prediction with 1.9M reactions from USPTO patents (1976-2016). Predict the product of the given reaction. (1) Given the reactants Cl.[CH3:2][O:3][C:4]1[C:9]2[N:10]=[C:11]([C:13]3[NH:22][C:16]4[CH2:17][CH2:18][NH:19][CH2:20][CH2:21][C:15]=4[N:14]=3)[S:12][C:8]=2[C:7]([N:23]2[CH2:28][CH2:27][O:26][CH2:25][CH2:24]2)=[CH:6][CH:5]=1.Br[CH2:30][C:31]([NH2:33])=[O:32].C(=O)([O-])[O-].[Na+].[Na+].[I-].[Na+], predict the reaction product. The product is: [CH3:2][O:3][C:4]1[C:9]2[N:10]=[C:11]([C:13]3[NH:22][C:16]4[CH2:17][CH2:18][N:19]([CH2:30][C:31]([NH2:33])=[O:32])[CH2:20][CH2:21][C:15]=4[N:14]=3)[S:12][C:8]=2[C:7]([N:23]2[CH2:24][CH2:25][O:26][CH2:27][CH2:28]2)=[CH:6][CH:5]=1. (2) Given the reactants [C:1]([C:5]1[CH:6]=[C:7]([CH:11]=[C:12]([C:14]([N:16]2[CH2:21][CH2:20][CH:19]([O:22][C:23]3[CH:28]=[CH:27][C:26]([Cl:29])=[CH:25][CH:24]=3)[CH2:18][CH2:17]2)=[O:15])[CH:13]=1)[C:8](O)=[O:9])([CH3:4])([CH3:3])[CH3:2].C(Cl)CCl.C1C=CC2N(O)N=[N:40]C=2C=1.C(N(CC)C(C)C)(C)C.O.[NH4+], predict the reaction product. The product is: [C:1]([C:5]1[CH:6]=[C:7]([CH:11]=[C:12]([C:14]([N:16]2[CH2:21][CH2:20][CH:19]([O:22][C:23]3[CH:28]=[CH:27][C:26]([Cl:29])=[CH:25][CH:24]=3)[CH2:18][CH2:17]2)=[O:15])[CH:13]=1)[C:8]([NH2:40])=[O:9])([CH3:4])([CH3:3])[CH3:2]. (3) The product is: [Br:19][C:10]1[N:9]=[C:8]([I:11])[N:4]2[CH:5]=[CH:6][N:7]=[C:2]([Cl:1])[C:3]=12. Given the reactants [Cl:1][C:2]1[C:3]2[N:4]([C:8]([I:11])=[N:9][CH:10]=2)[CH:5]=[CH:6][N:7]=1.C1C(=O)N([Br:19])C(=O)C1.C([O-])(O)=O.[Na+], predict the reaction product.